From a dataset of Drug-target binding data from BindingDB using IC50 measurements. Regression. Given a target protein amino acid sequence and a drug SMILES string, predict the binding affinity score between them. We predict pIC50 (pIC50 = -log10(IC50 in M); higher means more potent). Dataset: bindingdb_ic50. (1) The pIC50 is 7.3. The target protein (P97477) has sequence MDRCKENCVSRPVKTTVPFGPKRVLVTEQIPSQNLGSASSGQAQRVLCPSNSQRVPSQAQKLGAGQKPAPKQLPAASVPRPVSRLNNPQKNEQPAASGNDSEKEQASLQKTEDTKKRQWTLEDFDIGRPLGKGKFGNVYLARERQSKFILALKVLFKTQLEKANVEHQLRREVEIQSHLRHPNILRLYGYFHDATRVYLILEYAPLGTVYRELQKLSKFDEQRTATYITELANALSYCHSKRVIHRDIKPENLLLGSNGELKIADFGWSVHAPSSRRTTMCGTLDYLPPEMIEGRMHDEKVDLWSLGVLCYEFLVGMPPFEAHTYQETYRRISRVEFTFPDFVTEGARDLISRLLKHNASQRLTLAEVLEHPWIKANSSKPPTGHTSKEPTSKSS. The compound is COc1cccc(NC(=O)Nc2ncc(CCNc3ncnc4ccsc34)s2)c1. (2) The small molecule is Cc1c(-c2cncc3ccccc23)nc2ccc(F)cn12. The target protein (P15538) has sequence MALRAKAEVCMAVPWLSLQRAQALGTRAARVPRTVLPFEAMPRRPGNRWLRLLQIWREQGYEDLHLEVHQTFQELGPIFRYDLGGAGMVCVMLPEDVEKLQQVDSLHPHRMSLEPWVAYRQHRGHKCGVFLLNGPEWRFNRLRLNPEVLSPNAVQRFLPMVDAVARDFSQALKKKVLQNARGSLTLDVQPSIFHYTIEASNLALFGERLGLVGHSPSSASLNFLHALEVMFKSTVQLMFMPRSLSRWTSPKVWKEHFEAWDCIFQYGDNCIQKIYQELAFSRPQQYTSIVAELLLNAELSPDAIKANSMELTAGSVDTTVFPLLMTLFELARNPNVQQALRQESLAAAASISEHPQKATTELPLLRAALKETLRLYPVGLFLERVASSDLVLQNYHIPAGTLVRVFLYSLGRNPALFPRPERYNPQRWLDIRGSGRNFYHVPFGFGMRQCLGRRLAEAEMLLLLHHVLKHLQVETLTQEDIKMVYSFILRPSMFPLLTFR.... The pIC50 is 7.8. (3) The drug is Nc1cccc(Nc2cc(S(=O)(=O)[O-])c(N)c3c2C(=O)c2ccccc2C3=O)c1. The target protein (P49653) has sequence MVRRLARGCWSAFWDYETPKVIVVRNRRLGFVHRMVQLLILLYFVWYVFIVQKSYQDSETGPESSIITKVKGITMSEDKVWDVEEYVKPPEGGSVVSIITRIEVTPSQTLGTCPESMRVHSSTCHSDDDCIAGQLDMQGNGIRTGHCVPYYHGDSKTCEVSAWCPVEDGTSDNHFLGKMAPNFTILIKNSIHYPKFKFSKGNIASQKSDYLKHCTFDQDSDPYCPIFRLGFIVEKAGENFTELAHKGGVIGVIINWNCDLDLSESECNPKYSFRRLDPKYDPASSGYNFRFAKYYKINGTTTTRTLIKAYGIRIDVIVHGQAGKFSLIPTIINLATALTSIGVGSFLCDWILLTFMNKNKLYSHKKFDKVRTPKHPSSRWPVTLALVLGQIPPPPSHYSQDQPPSPPSGEGPTLGEGAELPLAVQSPRPCSISALTEQVVDTLGQHMGQRPPVPEPSQQDSTSTDPKGLAQL. The pIC50 is 6.0.